This data is from Full USPTO retrosynthesis dataset with 1.9M reactions from patents (1976-2016). The task is: Predict the reactants needed to synthesize the given product. (1) Given the product [CH3:20][N:19]([CH3:21])[C:17]1[C:16]2[C:11](=[CH:12][CH:13]=[CH:14][CH:15]=2)[N:10]=[C:9]([NH:8][CH:4]2[CH2:5][CH2:6][CH2:7][CH:2]([NH:1][CH2:36][C:33]3[S:32][C:31]([S:28]([C:22]4[CH:23]=[CH:24][CH:25]=[CH:26][CH:27]=4)(=[O:30])=[O:29])=[N:35][CH:34]=3)[CH2:3]2)[CH:18]=1, predict the reactants needed to synthesize it. The reactants are: [NH2:1][CH:2]1[CH2:7][CH2:6][CH2:5][CH:4]([NH:8][C:9]2[CH:18]=[C:17]([N:19]([CH3:21])[CH3:20])[C:16]3[C:11](=[CH:12][CH:13]=[CH:14][CH:15]=3)[N:10]=2)[CH2:3]1.[C:22]1([S:28]([C:31]2[S:32][C:33]([CH:36]=O)=[CH:34][N:35]=2)(=[O:30])=[O:29])[CH:27]=[CH:26][CH:25]=[CH:24][CH:23]=1.CC(O)=O. (2) Given the product [N+:10]([C:8]1[CH:9]=[CH:2][C:15]([C:14]([OH:17])=[O:16])=[C:6]([CH3:3])[CH:7]=1)([O-:12])=[O:11], predict the reactants needed to synthesize it. The reactants are: C[C:2]1[CH:9]=[C:8]([N+:10]([O-:12])=[O:11])[CH:7]=[CH:6][C:3]=1C#N.Cl.[C:14]([OH:17])(=[O:16])[CH3:15]. (3) Given the product [BrH:1].[F:14][C:13]1[C:7]2[CH:6]=[C:5]([C:3]3[N:18]4[CH2:19][CH2:20][N:16]=[C:17]4[S:21][C:2]=3[CH3:15])[S:9][C:8]=2[CH:10]=[CH:11][CH:12]=1, predict the reactants needed to synthesize it. The reactants are: [Br:1][CH:2]([CH3:15])[C:3]([C:5]1[S:9][C:8]2[CH:10]=[CH:11][CH:12]=[C:13]([F:14])[C:7]=2[CH:6]=1)=O.[NH:16]1[CH2:20][CH2:19][NH:18][C:17]1=[S:21].C(O)(=O)C. (4) The reactants are: [O:1]=[S:2]1(=[O:10])[CH2:6][CH2:5][CH2:4][N:3]1[CH2:7][CH2:8]O.O=S(Cl)[Cl:13].C([O-])(O)=O.[Na+]. Given the product [Cl:13][CH2:8][CH2:7][N:3]1[CH2:4][CH2:5][CH2:6][S:2]1(=[O:10])=[O:1], predict the reactants needed to synthesize it.